This data is from Full USPTO retrosynthesis dataset with 1.9M reactions from patents (1976-2016). The task is: Predict the reactants needed to synthesize the given product. (1) Given the product [Cl:15][C:11]1[CH:10]=[C:9]([NH:8][C:4]2[N:3]=[C:2]([NH:25][CH2:26][CH2:27][CH2:28][N:29]3[CH2:30][CH2:31][N:32]([C:35](=[O:37])[CH3:36])[CH2:33][CH2:34]3)[CH:7]=[CH:6][N:5]=2)[CH:14]=[CH:13][CH:12]=1, predict the reactants needed to synthesize it. The reactants are: Cl[C:2]1[CH:7]=[CH:6][N:5]=[C:4]([NH:8][C:9]2[CH:14]=[CH:13][CH:12]=[C:11]([Cl:15])[CH:10]=2)[N:3]=1.CCN(C(C)C)C(C)C.[NH2:25][CH2:26][CH2:27][CH2:28][N:29]1[CH2:34][CH2:33][N:32]([C:35](=[O:37])[CH3:36])[CH2:31][CH2:30]1. (2) Given the product [CH:21]([NH:22][C:12]([C:7]1[NH:8][C:9]2[C:5]([C:6]=1[CH3:15])=[CH:4][C:3]([O:2][CH3:1])=[CH:11][CH:10]=2)=[O:14])([CH3:29])[CH3:19], predict the reactants needed to synthesize it. The reactants are: [CH3:1][O:2][C:3]1[CH:4]=[C:5]2[C:9](=[CH:10][CH:11]=1)[NH:8][C:7]([C:12]([OH:14])=O)=[C:6]2[CH3:15].C(O[C:19]([C:21]1[NH:22]C2C([C:29]=1C)=CC(OC)=CC=2)=O)C.O.ON1C2C=CC=CC=2N=N1.C(N)(C)C.